Dataset: Full USPTO retrosynthesis dataset with 1.9M reactions from patents (1976-2016). Task: Predict the reactants needed to synthesize the given product. (1) The reactants are: [N+:1]([C:4]1[CH:5]=[C:6]([CH:11]=[CH:12][CH:13]=1)[C:7]([O:9]C)=O)([O-])=O.[F:14][C:15]([Si](C)(C)C)([F:17])[F:16]. Given the product [NH2:1][C:4]1[CH:5]=[C:6]([CH:7]([OH:9])[C:15]([F:17])([F:16])[F:14])[CH:11]=[CH:12][CH:13]=1, predict the reactants needed to synthesize it. (2) Given the product [CH2:25]([O:27][C:28](=[O:37])[CH2:29][C:30]1[CH:31]=[CH:32][C:33]([NH:36][C:20]([C:17]2[CH:18]=[C:19]3[C:14]([CH2:13][CH2:12][N:11]3[S:8]([C:6]3[CH:7]=[C:2]([Cl:1])[CH:3]=[CH:4][C:5]=3[O:23][CH3:24])(=[O:9])=[O:10])=[CH:15][CH:16]=2)=[O:21])=[CH:34][CH:35]=1)[CH3:26], predict the reactants needed to synthesize it. The reactants are: [Cl:1][C:2]1[CH:3]=[CH:4][C:5]([O:23][CH3:24])=[C:6]([S:8]([N:11]2[C:19]3[C:14](=[CH:15][CH:16]=[C:17]([C:20](O)=[O:21])[CH:18]=3)[CH2:13][CH2:12]2)(=[O:10])=[O:9])[CH:7]=1.[CH2:25]([O:27][C:28](=[O:37])[CH2:29][C:30]1[CH:35]=[CH:34][C:33]([NH2:36])=[CH:32][CH:31]=1)[CH3:26]. (3) Given the product [CH:15]([C:14]1[CH:13]=[CH:12][CH:11]=[CH:10][C:9]=1[CH:8]=[CH2:7])=[CH2:16].[CH2:16]=[CH:15][C:14]1[CH:9]=[CH:10][CH:11]=[CH:12][CH:13]=1, predict the reactants needed to synthesize it. The reactants are: C(S(N[C@H](C(OC(C)(C)C)=O)CC(O)=O)(=O)=O)CCCCC[CH2:7][CH2:8][CH2:9][CH2:10][CH2:11][CH2:12][CH2:13][CH2:14][CH2:15][CH3:16].ON1C2C=CC=CC=2N=N1.C1(N=C=NC2CCCCC2)CCCCC1.